The task is: Predict which catalyst facilitates the given reaction.. This data is from Catalyst prediction with 721,799 reactions and 888 catalyst types from USPTO. (1) Reactant: I([O-])(=O)(=O)=O.[Na+].[CH3:7][C:8]1[CH:13]=[C:12]([B:14]2[O:18]C(C)(C)C(C)(C)[O:15]2)[CH:11]=[CH:10][C:9]=1[OH:23].C([O-])(=O)C.[NH4+]. Product: [OH:23][C:9]1[CH:10]=[CH:11][C:12]([B:14]([OH:18])[OH:15])=[CH:13][C:8]=1[CH3:7]. The catalyst class is: 95. (2) Reactant: [C:1]([C:4]1[CH:5]=[N:6][C:7]([N:10]2[CH2:15][CH2:14][CH:13]([C@H:16]3[CH2:18][C@H:17]3[CH2:19][OH:20])[CH2:12][CH2:11]2)=[N:8][CH:9]=1)([CH3:3])=[CH2:2]. Product: [CH:1]([C:4]1[CH:5]=[N:6][C:7]([N:10]2[CH2:15][CH2:14][CH:13]([C@H:16]3[CH2:18][C@H:17]3[CH2:19][OH:20])[CH2:12][CH2:11]2)=[N:8][CH:9]=1)([CH3:3])[CH3:2]. The catalyst class is: 50. (3) Reactant: [Cl:1][C:2]1[N:10]=[C:9]([C:11]([F:14])([F:13])[F:12])[CH:8]=[CH:7][C:3]=1[C:4](O)=[O:5].Cl.[CH3:16][NH:17][O:18][CH3:19].CN1CCOCC1.Cl.CN(C)CCCN=C=NCC. Product: [Cl:1][C:2]1[N:10]=[C:9]([C:11]([F:14])([F:13])[F:12])[CH:8]=[CH:7][C:3]=1[C:4]([N:17]([O:18][CH3:19])[CH3:16])=[O:5]. The catalyst class is: 781.